Task: Predict the reaction yield, written as a fraction of the theoretical maximum amount of product (1.0 means a 100% yield; for example, 0.34 means a 34% yield).. Dataset: Reaction yield outcomes from USPTO patents with 853,638 reactions (1) The reactants are [CH3:1][O:2][C:3]1[CH:10]=[CH:9][C:6]([CH2:7][SH:8])=[CH:5][CH:4]=1.C[O-].Br[CH2:14][CH2:15][CH2:16][CH2:17][CH2:18][CH2:19][CH2:20][CH2:21][CH2:22][CH2:23][CH2:24][CH2:25][OH:26]. The catalyst is CO. The product is [CH3:1][O:2][C:3]1[CH:10]=[CH:9][C:6]([CH2:7][S:8][CH2:14][CH2:15][CH2:16][CH2:17][CH2:18][CH2:19][CH2:20][CH2:21][CH2:22][CH2:23][CH2:24][CH2:25][OH:26])=[CH:5][CH:4]=1. The yield is 0.900. (2) The reactants are C([O:5][C:6](=O)[NH:7][C:8]1[S:9][C:10]2[C:16]([C:17]3[CH:22]=[CH:21][CH:20]=[CH:19][CH:18]=3)=[CH:15][CH:14]=[C:13]([O:23][CH3:24])[C:11]=2[N:12]=1)(C)(C)C.[NH2:26][CH2:27][CH2:28][N:29]1[CH:33]=[CH:32][N:31]=[CH:30]1.[ClH:34].CCO. No catalyst specified. The product is [ClH:34].[N:29]1([CH2:28][CH2:27][NH:26][C:6]([NH:7][C:8]2[S:9][C:10]3[C:16]([C:17]4[CH:22]=[CH:21][CH:20]=[CH:19][CH:18]=4)=[CH:15][CH:14]=[C:13]([O:23][CH3:24])[C:11]=3[N:12]=2)=[O:5])[CH:33]=[CH:32][N:31]=[CH:30]1. The yield is 0.650. (3) The reactants are [CH:1]1([C:4]([C:6]2[CH:11]=[CH:10][C:9]([CH2:12][C:13](OC)=O)=[CH:8][CH:7]=2)=[O:5])[CH2:3][CH2:2]1.CO[C:19](=[O:22])[O:20][CH3:21].C[Si]([N-][Si](C)(C)C)(C)C.[Na+].IC. The catalyst is O1CCCC1.C(OCC)(=O)C.O. The product is [CH:1]1([C:4]([C:6]2[CH:7]=[CH:8][C:9]([CH2:12][CH:13]([C:19]([O:20][CH3:21])=[O:22])[C:19]([O:20][CH3:21])=[O:22])=[CH:10][CH:11]=2)=[O:5])[CH2:2][CH2:3]1. The yield is 0.160. (4) The reactants are [C@@H:1]1([N:8]2[CH:16]=[C:14]([CH3:15])[C:12](=[O:13])[NH:11][C:9]2=[O:10])[O:7][C@H:4]([CH2:5][OH:6])[CH2:3][CH2:2]1.N1C=CN=C1.[Si:22](Cl)([C:25]([CH3:28])([CH3:27])[CH3:26])([CH3:24])[CH3:23].CN(C=[O:34])C. No catalyst specified. The product is [Si:22]([O:34][O:6][CH2:5][C@H:4]1[O:7][C@@H:1]([N:8]2[CH:16]=[C:14]([CH3:15])[C:12](=[O:13])[NH:11][C:9]2=[O:10])[CH2:2][CH2:3]1)([C:25]([CH3:28])([CH3:27])[CH3:26])([CH3:24])[CH3:23]. The yield is 0.870.